This data is from Reaction yield outcomes from USPTO patents with 853,638 reactions. The task is: Predict the reaction yield, written as a fraction of the theoretical maximum amount of product (1.0 means a 100% yield; for example, 0.34 means a 34% yield). The catalyst is C(Cl)Cl. The reactants are [NH2:1][C:2]1[CH:3]=[C:4]([C:8]2[C:18]([C:19]3[CH:24]=[CH:23][N:22]=[C:21]([NH:25][C:26]4[CH:31]=[CH:30][CH:29]=[C:28]([O:32][CH2:33][CH2:34][N:35]([CH3:37])[CH3:36])[CH:27]=4)[N:20]=3)=[C:11]3[CH:12]=[CH:13][C:14]([O:16][CH3:17])=[CH:15][N:10]3[N:9]=2)[CH:5]=[CH:6][CH:7]=1.[C:38]1(/[CH:44]=[CH:45]/[CH2:46]Cl)[CH:43]=[CH:42][CH:41]=[CH:40][CH:39]=1.C1C[O:51][CH2:50]C1. The product is [CH3:37][N:35]([CH3:36])[CH2:34][CH2:33][O:32][C:28]1[CH:27]=[C:26]([NH:25][C:21]2[N:20]=[C:19]([C:18]3[C:8]([C:4]4[CH:3]=[C:2]([NH:1][C:50]([C:44]5([C:38]6[CH:43]=[CH:42][CH:41]=[CH:40][CH:39]=6)[CH2:46][CH2:45]5)=[O:51])[CH:7]=[CH:6][CH:5]=4)=[N:9][N:10]4[CH:15]=[C:14]([O:16][CH3:17])[CH:13]=[CH:12][C:11]=34)[CH:24]=[CH:23][N:22]=2)[CH:31]=[CH:30][CH:29]=1. The yield is 0.450.